This data is from Experimentally validated miRNA-target interactions with 360,000+ pairs, plus equal number of negative samples. The task is: Binary Classification. Given a miRNA mature sequence and a target amino acid sequence, predict their likelihood of interaction. (1) The miRNA is hsa-miR-6883-5p with sequence AGGGAGGGUGUGGUAUGGAUGU. The protein sequence of the target gene is MAARGRRAEPQGREAPGPAGGGGGGSRWAESGSGTSPESGDEEVSGAGSSPVSGGVNLFANDGSFLELFKRKMEEEQRQRQEEPPPGPQRPDQSAAAAGPGDPKRKGGPGSTLSFVGKRRGGNKLALKTGIVAKKQKTEDEVLTSKGDAWAKYMAEVKKYKAHQCGDDDKTRPLVK. Result: 1 (interaction). (2) The miRNA is hsa-miR-326 with sequence CCUCUGGGCCCUUCCUCCAG. The protein sequence of the target gene is MPSDLAKKKAAKKKEAAKARQRPRKGHEENGDVVTEPQVAEKNEANGRETTEVDLLTKELEDFEMKKAAARAVTGVLASHPNSTDVHIINLSLTFHGQELLSDTKLELNSGRRYGLIGLNGIGKSMLLSAIGKREVPIPEHIDIYHLTREMPPSDKTPLHCVMEVDTERAMLEKEAERLAHEDAECEKLMELYERLEELDADKAEMRASRILHGLGFTPAMQRKKLKDFSGGWRMRVALARALFIRPFMLLLDEPTNHLDLDACVWLEEELKTFKRILVLVSHSQDFLNGVCTNIIHMHN.... Result: 1 (interaction). (3) The miRNA is hsa-miR-7156-3p with sequence CUGCAGCCACUUGGGGAACUGGU. The protein sequence of the target gene is MKCLGKRRGQAAAFLPLCWLFLKILQPGHSHLYNNRYAGDKVIRFIPKTEEEAYALKKISYQLKVDLWQPSSISYVSEGTVTDVHIPQNGSRALLAFLQEANIQYKVLIEDLQKTLEKGSSLHTQRNRRSLSGYNYEVYHSLEEIQNWMHHLNKTHSGLIHMFSIGRSYEGRSLFILKLGRRSRLKRAVWIDCGIHAREWIGPAFCQWFVKEALLTYKSDPAMRKMLNHLYFYIMPVFNVDGYHFSWTNDRFWRKTRSRNSRFRCRGVDANRNWKVKWCDEGASMHPCDDTYCGPFPESE.... Result: 0 (no interaction). (4) The miRNA is hsa-miR-410-3p with sequence AAUAUAACACAGAUGGCCUGU. The protein sequence of the target gene is MSWHPQYRSSKFRHVYGKPASKENCYDSVPITRSVHDNHFCAVNPHFIAVVTECAGGGAFLVIPLHQTGKLDPHYPKVCGHRGNVLDIKWNPFNDFEIASCSEDATIKIWNIPKQLLTRNLTTYRKELIGHARRVGLVEWHPTTANILFSAGYDYKVMVWNLDTKDSVIAGPVKTINCHQDVILSMSFNTNGSLLATTCKDRKIRIVDPRLGIVLQEASYKGHRANKVLFLGSLKKLLSTGTSRWNNRQMALWDQENLSVPLTEEDLDGSSGVLFPFFDSDTSMLYIVGKGDGNIRYYEV.... Result: 0 (no interaction). (5) The protein sequence of the target gene is MLLSWLTVLGAGMVVLHFLQKLLFPYFWDDFWFVLKVVLIIIRLKKYEKRGELVTVLDKFLSHAKRQPRKPFIIYEGDIYTYQDVDKRSSRVAHVFLNHSSLKKGDTVALLMSNEPDFVHVWFGLAKLGCVVAFLNTNIRSNSLLNCIRACGPRALVVGADLLGTVEEILPSLSENISVWGMKDSVPQGVISLKEKLSTSPDEPVPRSHHVVSLLKSTCLYIFTSGTTGLPKAAVISQLQVLRGSAVLWAFGCTAHDIVYITLPLYHSSAAILGISGCVELGATCVLKKKFSASQFWSDC.... The miRNA is hsa-miR-8054 with sequence GAAAGUACAGAUCGGAUGGGU. Result: 0 (no interaction). (6) The miRNA is hsa-miR-188-3p with sequence CUCCCACAUGCAGGGUUUGCA. The protein sequence of the target gene is MAMSLIQACCSLALSTWLLSFCFVHLLCLDFTVAEKEEWYTAFVNITYAEPAPDPGAGAAGGGGAELHTEKTECGRYGEHSPKQDARGEVVMASSAHDRLACDPNTKFAAPTRGKNWIALIPKGNCTYRDKIRNAFLQNASAVVIFNVGSNTNETITMPHAGVEDIVAIMIPEPKGKEIVSLLERNITVTMYITIGTRNLQKYVSRTSVVFVSISFIVLMIISLAWLVFYYIQRFRYANARDRNQRRLGDAAKKAISKLQIRTIKKGDKETESDFDNCAVCIEGYKPNDVVRILPCRHLF.... Result: 1 (interaction).